From a dataset of Catalyst prediction with 721,799 reactions and 888 catalyst types from USPTO. Predict which catalyst facilitates the given reaction. (1) Reactant: C([Li])CCC.C(NC(C)C)(C)C.[C:13]1([CH:19]([CH3:25])[CH2:20][C:21]([O:23][CH3:24])=[O:22])[CH:18]=[CH:17][CH:16]=[CH:15][CH:14]=1.[C:26](Cl)(=[O:28])[CH3:27].C([O-])(O)=O.[Na+]. Product: [C:26]([CH:20]([CH:19]([C:13]1[CH:18]=[CH:17][CH:16]=[CH:15][CH:14]=1)[CH3:25])[C:21]([O:23][CH3:24])=[O:22])(=[O:28])[CH3:27]. The catalyst class is: 30. (2) Reactant: [Br:1][C:2]1[C:6]2=[N:7][CH:8]=[CH:9][CH:10]=[C:5]2[NH:4][N:3]=1.[CH:11]1(Br)[CH2:14][CH2:13][CH2:12]1.C([O-])([O-])=O.[Cs+].[Cs+].O. The catalyst class is: 3. Product: [Br:1][C:2]1[C:6]2=[N:7][CH:8]=[CH:9][CH:10]=[C:5]2[N:4]([CH:11]2[CH2:14][CH2:13][CH2:12]2)[N:3]=1. (3) Reactant: [O:1]=[CH:2][C:3]1[CH:11]=[CH:10][C:7]([O:8][CH3:9])=[C:5]([OH:6])[CH:4]=1.[CH2:12](Cl)[C:13]1[CH:18]=[CH:17][CH:16]=[CH:15][CH:14]=1.C([O-])([O-])=O.[K+].[K+]. Product: [CH2:12]([O:6][C:5]1[CH:4]=[C:3]([CH:11]=[CH:10][C:7]=1[O:8][CH3:9])[CH:2]=[O:1])[C:13]1[CH:18]=[CH:17][CH:16]=[CH:15][CH:14]=1. The catalyst class is: 14. (4) Reactant: [Cl:1][CH:2]([CH3:7])[CH2:3][N:4]=[C:5]=[O:6].[Cl:8][C:9]1[CH:10]=[C:11]([CH2:15][CH:16]([NH2:23])[C:17]2[CH:22]=[CH:21][CH:20]=[CH:19][CH:18]=2)[CH:12]=[CH:13][CH:14]=1. Product: [Cl:8][C:9]1[CH:10]=[C:11]([CH2:15][CH:16]([NH:23][C:5]([NH:4][CH2:3][CH:2]([Cl:1])[CH3:7])=[O:6])[C:17]2[CH:18]=[CH:19][CH:20]=[CH:21][CH:22]=2)[CH:12]=[CH:13][CH:14]=1. The catalyst class is: 1. (5) The catalyst class is: 10. Reactant: CS[C:3]1[O:4][C:5]2[CH:11]=[CH:10][C:9]([S:12]([NH2:15])(=[O:14])=[O:13])=[CH:8][C:6]=2[N:7]=1.[NH2:16][CH:17]1[CH2:22][CH2:21][N:20]([C:23]([O:25][CH2:26][CH3:27])=[O:24])[CH2:19][CH2:18]1. Product: [CH2:26]([O:25][C:23]([N:20]1[CH2:19][CH2:18][CH:17]([NH:16][C:3]2[O:4][C:5]3[CH:11]=[CH:10][C:9]([S:12](=[O:14])(=[O:13])[NH2:15])=[CH:8][C:6]=3[N:7]=2)[CH2:22][CH2:21]1)=[O:24])[CH3:27]. (6) Reactant: [CH2:1]([O:8][C:9]1[CH:10]=[C:11](I)[CH:12]=[C:13]2[C:18]=1[N:17]=[CH:16][NH:15][C:14]2=[O:19])[C:2]1[CH:7]=[CH:6][CH:5]=[CH:4][CH:3]=1.C[Li].C([Li])(C)(C)C.[CH3:28][C:29]1[CH:36]=[CH:35][C:32]([CH:33]=[O:34])=[CH:31][CH:30]=1. Product: [CH2:1]([O:8][C:9]1[CH:10]=[C:11]([CH:33]([OH:34])[C:32]2[CH:35]=[CH:36][C:29]([CH3:28])=[CH:30][CH:31]=2)[CH:12]=[C:13]2[C:18]=1[N:17]=[CH:16][NH:15][C:14]2=[O:19])[C:2]1[CH:7]=[CH:6][CH:5]=[CH:4][CH:3]=1. The catalyst class is: 7. (7) Reactant: S(=O)(=O)(O)O.[CH2:6]([O:8][C:9](=[O:26])[CH:10]([C:15]1[CH:20]=[CH:19][C:18](N)=[C:17]([C:22]([F:25])([F:24])[F:23])[CH:16]=1)[CH2:11][CH:12]([CH3:14])[CH3:13])[CH3:7].[N:27]([O-:29])=[O:28].[Na+].NC(N)=[O:33]. Product: [CH2:6]([O:8][C:9](=[O:26])[CH:10]([C:15]1[CH:16]=[C:17]([C:22]([F:25])([F:24])[F:23])[C:18]([OH:33])=[C:19]([N+:27]([O-:29])=[O:28])[CH:20]=1)[CH2:11][CH:12]([CH3:14])[CH3:13])[CH3:7]. The catalyst class is: 581. (8) Reactant: Cl.Cl.C([C:6]1[CH:7]=[C:8](/[CH:12]=[CH:13]/[CH2:14][N:15]([C:20]2[CH:25]=[CH:24][C:23]([O:26][CH:27]3[CH2:32][CH2:31][N:30]([C:33]4[CH2:37][CH2:36][CH2:35][N:34]=4)[CH2:29][CH2:28]3)=[C:22]([C:38](=[O:40])[NH2:39])[CH:21]=2)[S:16]([CH3:19])(=[O:18])=[O:17])[CH:9]=[CH:10][CH:11]=1)(=N)N.C(OC1C=CC([N+]([O-])=O)=CC=1)(=[O:43])C.[CH2:54]([N:56](CC)CC)[CH3:55].[C:61](#[N:63])C. Product: [C:54]([NH:56][C:6]1[C:7]([CH:61]=[NH:63])=[C:8](/[CH:12]=[CH:13]/[CH2:14][N:15]([C:20]2[CH:25]=[CH:24][C:23]([O:26][CH:27]3[CH2:32][CH2:31][N:30]([C:33]4[CH2:37][CH2:36][CH2:35][N:34]=4)[CH2:29][CH2:28]3)=[C:22]([C:38](=[O:40])[NH2:39])[CH:21]=2)[S:16]([CH3:19])(=[O:17])=[O:18])[CH:9]=[CH:10][CH:11]=1)(=[O:43])[CH3:55]. The catalyst class is: 46.